From a dataset of Reaction yield outcomes from USPTO patents with 853,638 reactions. Predict the reaction yield, written as a fraction of the theoretical maximum amount of product (1.0 means a 100% yield; for example, 0.34 means a 34% yield). (1) The reactants are [NH4+:1].[Cl-:2].C[Al](C)C.[CH3:7][O:8][C:9]([CH3:13])([CH3:12])[C:10]#[N:11].CO. The catalyst is C1(C)C=CC=CC=1. The product is [ClH:2].[CH3:7][O:8][C:9]([CH3:13])([CH3:12])[C:10](=[NH:1])[NH2:11]. The yield is 0.571. (2) The reactants are [N+:1]([C:4]1[CH:5]=[C:6]([C:25]2[CH:30]=[CH:29][CH:28]=[CH:27][CH:26]=2)[CH:7]=[CH:8][C:9]=1[C:10]1[CH:15]=[CH:14][C:13]([C:16]2[CH:21]=[CH:20][CH:19]=[CH:18][CH:17]=2)=[CH:12][C:11]=1[N+:22]([O-])=O)([O-])=O.[BH4-].[Na+].Cl. The catalyst is CO.[Pd]. The product is [NH2:1][C:4]1[CH:5]=[C:6]([C:25]2[CH:26]=[CH:27][CH:28]=[CH:29][CH:30]=2)[CH:7]=[CH:8][C:9]=1[C:10]1[CH:15]=[CH:14][C:13]([C:16]2[CH:21]=[CH:20][CH:19]=[CH:18][CH:17]=2)=[CH:12][C:11]=1[NH2:22]. The yield is 0.780. (3) The reactants are [CH2:1]([C:4]1([S:7]([NH:10][C:11]2[CH:16]=[CH:15][C:14]([F:17])=[C:13]([F:18])[C:12]=2[NH:19][C:20]2[CH:25]=[CH:24][C:23]([I:26])=[CH:22][C:21]=2[F:27])(=[O:9])=[O:8])[CH2:6][CH2:5]1)C=C.C[N+]1([O-])CC[O:32]CC1.CCO[C:39]([CH3:41])=[O:40]. The catalyst is C1COCC1.O.[Os](=O)(=O)(=O)=O. The product is [F:18][C:13]1[C:12]([NH:19][C:20]2[CH:25]=[CH:24][C:23]([I:26])=[CH:22][C:21]=2[F:27])=[C:11]([NH:10][S:7]([C:4]2([CH2:1][CH:39]([OH:40])[CH2:41][OH:32])[CH2:6][CH2:5]2)(=[O:8])=[O:9])[CH:16]=[CH:15][C:14]=1[F:17]. The yield is 0.790. (4) The reactants are [N+:1]([C:4]1[CH:9]=[CH:8][CH:7]=[CH:6][C:5]=1[C:10]1[S:11][C:12]2[C:17]([N:18]=1)=[CH:16][C:15]([CH2:19][N:20]1[CH2:25][CH2:24][N:23]([C:26]([O:28][C:29]([CH3:32])([CH3:31])[CH3:30])=[O:27])[CH2:22][CH2:21]1)=[CH:14][N:13]=2)([O-])=O.[NH4+].[Cl-].O. The catalyst is [Fe].CO. The product is [NH2:1][C:4]1[CH:9]=[CH:8][CH:7]=[CH:6][C:5]=1[C:10]1[S:11][C:12]2[C:17]([N:18]=1)=[CH:16][C:15]([CH2:19][N:20]1[CH2:25][CH2:24][N:23]([C:26]([O:28][C:29]([CH3:32])([CH3:31])[CH3:30])=[O:27])[CH2:22][CH2:21]1)=[CH:14][N:13]=2. The yield is 0.810. (5) The reactants are [Cl:1][C:2]1[CH:7]=[C:6]([B:8]2[O:12][C:11]([CH3:14])([CH3:13])[C:10]([CH3:16])([CH3:15])[O:9]2)[CH:5]=[CH:4][C:3]=1[OH:17].[CH2:18]([O:20][C:21](=[O:26])[CH2:22][CH2:23][CH2:24]Br)[CH3:19].C([O-])([O-])=O.[Cs+].[Cs+]. The catalyst is CN(C=O)C. The product is [CH2:18]([O:20][C:21](=[O:26])[CH2:22][CH2:23][CH2:24][O:17][C:3]1[CH:4]=[CH:5][C:6]([B:8]2[O:12][C:11]([CH3:13])([CH3:14])[C:10]([CH3:16])([CH3:15])[O:9]2)=[CH:7][C:2]=1[Cl:1])[CH3:19]. The yield is 0.750. (6) The reactants are ClC1C=CC=CC=1C=C.[Cl:10][C:11]1[CH:20]=[CH:19][CH:18]=[C:17]2[C:12]=1C=C[CH:15]=[CH:16]2. No catalyst specified. The product is [Cl:10][C:11]1[CH:12]=[C:17]([CH:18]=[CH:19][CH:20]=1)[CH:16]=[CH2:15]. The yield is 0.790. (7) The catalyst is CN(C)P(N(C)C)(N(C)C)=O.CO.O. The reactants are [CH2:1]([O:3][C:4](=[O:19])[CH:5](OC(=O)C)[C:6]1[CH:11]=[CH:10][C:9]([S:12][CH3:13])=[C:8]([Cl:14])[CH:7]=1)[CH3:2].[I-].[Sm+3].[I-].[I-].O1CCCC1. The product is [CH2:1]([O:3][C:4](=[O:19])[CH2:5][C:6]1[CH:11]=[CH:10][C:9]([S:12][CH3:13])=[C:8]([Cl:14])[CH:7]=1)[CH3:2]. The yield is 0.600.